From a dataset of Full USPTO retrosynthesis dataset with 1.9M reactions from patents (1976-2016). Predict the reactants needed to synthesize the given product. (1) Given the product [Br:1][C:2]1[CH:9]=[C:6]([CH:5]=[C:4]([O:10][CH2:7][C:6]2[CH:9]=[CH:2][CH:3]=[C:4]([O:25][CH3:22])[CH:5]=2)[C:3]=1[O:11][CH2:17][C:16]1[CH:19]=[CH:20][CH:21]=[C:14]([O:13][CH3:12])[CH:15]=1)[CH:7]=[O:8], predict the reactants needed to synthesize it. The reactants are: [Br:1][C:2]1[C:3]([OH:11])=[C:4]([OH:10])[CH:5]=[C:6]([CH:9]=1)[CH:7]=[O:8].[CH3:12][O:13][C:14]1[CH:15]=[C:16]([CH:19]=[CH:20][CH:21]=1)[CH2:17]Br.[C:22](=[O:25])([O-])[O-].[K+].[K+]. (2) Given the product [C:11]1([N:4]2[C:5]([C:7]([O:9][CH3:10])=[O:8])=[CH:6][C:2]([N:1]3[CH2:21][CH2:20][CH2:19][CH2:18]3)=[N:3]2)[CH:16]=[CH:15][CH:14]=[CH:13][CH:12]=1, predict the reactants needed to synthesize it. The reactants are: [NH2:1][C:2]1[CH:6]=[C:5]([C:7]([O:9][CH3:10])=[O:8])[N:4]([C:11]2[CH:16]=[CH:15][CH:14]=[CH:13][CH:12]=2)[N:3]=1.I[CH2:18][CH2:19][CH2:20][CH2:21]I.C([O-])([O-])=O.[Cs+].[Cs+]. (3) Given the product [Cl:15][C:12]1[CH:11]=[CH:10][C:9]2[N:8]([CH2:18][C:19]([C:22]3[CH:27]=[CH:26][N:25]=[CH:24][N:23]=3)([OH:20])[CH3:21])[C:7]3[CH2:16][CH2:17][N:4]([CH3:3])[CH2:5][C:6]=3[C:14]=2[CH:13]=1, predict the reactants needed to synthesize it. The reactants are: [H-].[Na+].[CH3:3][N:4]1[CH2:17][CH2:16][C:7]2[NH:8][C:9]3[CH:10]=[CH:11][C:12]([Cl:15])=[CH:13][C:14]=3[C:6]=2[CH2:5]1.[CH3:18][C:19]1([C:22]2[CH:27]=[CH:26][N:25]=[CH:24][N:23]=2)[CH2:21][O:20]1. (4) Given the product [C:18]1([C:13]23[CH2:16][CH2:17][C:10]([NH2:9])([CH2:15][CH2:14]2)[CH2:11][CH2:12]3)[C:22]2=[C:23]3[CH:29]=[CH:28][NH:27][C:24]3=[N:25][CH:26]=[C:21]2[NH:20][N:19]=1, predict the reactants needed to synthesize it. The reactants are: Cl.C([NH:9][C:10]12[CH2:17][CH2:16][C:13]([C:18]3[C:22]4=[C:23]5[CH:29]=[CH:28][NH:27][C:24]5=[N:25][CH:26]=[C:21]4[NH:20][N:19]=3)([CH2:14][CH2:15]1)[CH2:12][CH2:11]2)C1C=CC=CC=1.C([O-])=O.[NH4+].